Dataset: Retrosynthesis with 50K atom-mapped reactions and 10 reaction types from USPTO. Task: Predict the reactants needed to synthesize the given product. (1) Given the product COc1c(C#N)cc2ccccc2c1COCC(c1ccc(F)c(Cl)c1)N1CCNCC1, predict the reactants needed to synthesize it. The reactants are: COc1c(C#N)cc2ccccc2c1COCC(c1ccc(F)c(Cl)c1)N1CCN(C(=O)OC(C)(C)C)CC1. (2) The reactants are: NO.O=C(O)CCC(=O)c1cccs1. Given the product O=C(CCC(O)=NO)c1cccs1, predict the reactants needed to synthesize it. (3) Given the product CS(=O)(=O)NCc1ccc2[nH]ccc2c1, predict the reactants needed to synthesize it. The reactants are: CS(=O)(=O)Cl.NCc1ccc2[nH]ccc2c1.